Dataset: Catalyst prediction with 721,799 reactions and 888 catalyst types from USPTO. Task: Predict which catalyst facilitates the given reaction. (1) Reactant: [CH3:1][N:2]([CH2:46][CH2:47][N:48]1[CH2:53][CH2:52][NH:51][CH2:50][CH2:49]1)[C:3](=[O:45])[C:4]1[CH:44]=[CH:43][CH:42]=[C:6]([C:7]([NH:9][C:10]2[CH:15]=[CH:14][C:13]([N:16]3[CH2:21][CH2:20][CH2:19][CH2:18][CH2:17]3)=[CH:12][C:11]=2[C:22]2[CH:27]=[C:26]([C:28](=[O:41])[NH:29][CH2:30][C:31]3[CH:36]=[CH:35][CH:34]=[C:33]([C:37]([F:40])([F:39])[F:38])[CH:32]=3)[CH:25]=[CH:24][N:23]=2)=[O:8])[CH:5]=1.C(N(CC)CC)C.[CH3:61][S:62](Cl)(=[O:64])=[O:63]. Product: [CH3:1][N:2]([CH2:46][CH2:47][N:48]1[CH2:53][CH2:52][N:51]([S:62]([CH3:61])(=[O:64])=[O:63])[CH2:50][CH2:49]1)[C:3](=[O:45])[C:4]1[CH:44]=[CH:43][CH:42]=[C:6]([C:7]([NH:9][C:10]2[CH:15]=[CH:14][C:13]([N:16]3[CH2:21][CH2:20][CH2:19][CH2:18][CH2:17]3)=[CH:12][C:11]=2[C:22]2[CH:27]=[C:26]([C:28](=[O:41])[NH:29][CH2:30][C:31]3[CH:36]=[CH:35][CH:34]=[C:33]([C:37]([F:39])([F:40])[F:38])[CH:32]=3)[CH:25]=[CH:24][N:23]=2)=[O:8])[CH:5]=1. The catalyst class is: 4. (2) Reactant: [CH:1]1([O:6][CH2:7][C:8]2[CH:13]=[CH:12][C:11]([O:14][CH3:15])=[CH:10][CH:9]=2)[CH2:5][CH:4]=[CH:3][CH2:2]1.ClC1C=C(C(OO)=[O:24])C=CC=1. Product: [CH3:15][O:14][C:11]1[CH:10]=[CH:9][C:8]([CH2:7][O:6][CH:1]2[CH2:5][CH:4]3[CH:3]([O:24]3)[CH2:2]2)=[CH:13][CH:12]=1. The catalyst class is: 2. (3) Reactant: [F:1][C:2]([F:35])([F:34])[C:3]1[CH:4]=[C:5]([C@H:13]([O:15][C@@H:16]2[C@@H:20]([C:21]3[CH:26]=[CH:25][C:24]([F:27])=[CH:23][CH:22]=3)[CH2:19][N:18]([C:28]3[CH2:32][CH2:31][C:30](=[O:33])[CH:29]=3)[CH2:17]2)[CH3:14])[CH:6]=[C:7]([C:9]([F:12])([F:11])[F:10])[CH:8]=1.[CH2:36]=O.Cl.[CH3:39][NH:40][CH3:41]. Product: [F:10][C:9]([F:11])([F:12])[C:7]1[CH:6]=[C:5]([C@H:13]([O:15][C@@H:16]2[C@@H:20]([C:21]3[CH:22]=[CH:23][C:24]([F:27])=[CH:25][CH:26]=3)[CH2:19][N:18]([C:28]3[CH2:32][CH2:31][C:30](=[O:33])[C:29]=3[CH2:39][N:40]([CH3:36])[CH3:41])[CH2:17]2)[CH3:14])[CH:4]=[C:3]([C:2]([F:1])([F:34])[F:35])[CH:8]=1. The catalyst class is: 8. (4) Reactant: BrC1C=C(C=CC=1)C(NC(C1N=NC(NC2C=C(OC)C(OC)=C(OC)C=2)=NC=1)C)=O.[NH2:32][CH:33]([C:35]1[N:40]=[N:39][C:38]([NH:41][C:42]2[CH:47]=[C:46]([O:48][CH3:49])[C:45]([O:50][CH3:51])=[C:44]([O:52][CH3:53])[CH:43]=2)=[N:37][CH:36]=1)[CH3:34].[CH3:54][N:55]1[C:63]2[C:58](=[CH:59][CH:60]=[CH:61][CH:62]=2)[C:57]([C:64](O)=[O:65])=[CH:56]1.C(N(C(C)C)CC)(C)C.F[P-](F)(F)(F)(F)F.N1(OC(N(C)C)=[N+](C)C)C2N=CC=CC=2N=N1. Product: [CH3:54][N:55]1[C:63]2[C:58](=[CH:59][CH:60]=[CH:61][CH:62]=2)[C:57]([C:64]([NH:32][CH:33]([C:35]2[N:40]=[N:39][C:38]([NH:41][C:42]3[CH:43]=[C:44]([O:52][CH3:53])[C:45]([O:50][CH3:51])=[C:46]([O:48][CH3:49])[CH:47]=3)=[N:37][CH:36]=2)[CH3:34])=[O:65])=[CH:56]1. The catalyst class is: 9. (5) Reactant: [O:1]=[C:2]1[C:10]2[C:5](=[CH:6][CH:7]=[CH:8][CH:9]=2)[C:4]([C:11]2[CH:16]=[CH:15][CH:14]=[CH:13][CH:12]=2)=[C:3]1[C:17]1[CH:22]=[CH:21][C:20]([C:23]2([NH:27]C(=O)OC(C)(C)C)[CH2:26][CH2:25][CH2:24]2)=[CH:19][CH:18]=1.[ClH:35]. Product: [ClH:35].[NH2:27][C:23]1([C:20]2[CH:21]=[CH:22][C:17]([C:3]3[C:2](=[O:1])[C:10]4[C:5]([C:4]=3[C:11]3[CH:12]=[CH:13][CH:14]=[CH:15][CH:16]=3)=[CH:6][CH:7]=[CH:8][CH:9]=4)=[CH:18][CH:19]=2)[CH2:26][CH2:25][CH2:24]1. The catalyst class is: 158. (6) Reactant: [C:1]([Si:5]([CH3:24])([CH3:23])[O:6][CH2:7][C@:8]([NH:16][S@](C(C)(C)C)=O)([C:10]1[S:11][C:12]([CH3:15])=[CH:13][N:14]=1)[CH3:9])([CH3:4])([CH3:3])[CH3:2].Cl.O1CCOCC1.C(N(CC)CC)C.O. Product: [C:1]([Si:5]([CH3:24])([CH3:23])[O:6][CH2:7][C@@:8]([C:10]1[S:11][C:12]([CH3:15])=[CH:13][N:14]=1)([NH2:16])[CH3:9])([CH3:4])([CH3:3])[CH3:2]. The catalyst class is: 7.